This data is from Forward reaction prediction with 1.9M reactions from USPTO patents (1976-2016). The task is: Predict the product of the given reaction. Given the reactants N[C:2]1[C:7]([Br:8])=[CH:6][C:5]([N+:9]([O-:11])=[O:10])=[CH:4][C:3]=1[OH:12].OS(O)(=O)=O.N([O-])=O.[Na+], predict the reaction product. The product is: [Br:8][C:7]1[CH:2]=[C:3]([OH:12])[CH:4]=[C:5]([N+:9]([O-:11])=[O:10])[CH:6]=1.